Dataset: Full USPTO retrosynthesis dataset with 1.9M reactions from patents (1976-2016). Task: Predict the reactants needed to synthesize the given product. (1) Given the product [C:1]([O:5][C:6]([N:8]([C:38]([O:40][C:41]([CH3:44])([CH3:43])[CH3:42])=[O:39])[C:9]1[C:10]2[C:11]3[C:12](=[N:24][N:25]([CH2:27][C:28]4[C:33]([CH3:34])=[C:32]([O:35][CH3:36])[C:31]([CH3:37])=[CH:30][N:29]=4)[N:26]=2)[CH:13]=[C:14]([CH2:19][C:20]([OH:22])=[O:21])[C:15]=3[CH2:16][S:17][N:18]=1)=[O:7])([CH3:4])([CH3:3])[CH3:2], predict the reactants needed to synthesize it. The reactants are: [C:1]([O:5][C:6]([N:8]([C:38]([O:40][C:41]([CH3:44])([CH3:43])[CH3:42])=[O:39])[C:9]1[C:10]2[C:11]3[C:12](=[N:24][N:25]([CH2:27][C:28]4[C:33]([CH3:34])=[C:32]([O:35][CH3:36])[C:31]([CH3:37])=[CH:30][N:29]=4)[N:26]=2)[CH:13]=[C:14]([CH2:19][C:20]([O:22]C)=[O:21])[C:15]=3[CH2:16][S:17][N:18]=1)=[O:7])([CH3:4])([CH3:3])[CH3:2].CO.[OH-].[Na+].Cl. (2) Given the product [C:1]([C:4]1[S:8][C:7]([NH:9][S:19]([C:15]2[CH:16]=[C:17]([F:18])[C:12]([Br:11])=[CH:13][C:14]=2[F:23])(=[O:21])=[O:20])=[N:6][C:5]=1[CH3:10])(=[O:3])[CH3:2], predict the reactants needed to synthesize it. The reactants are: [C:1]([C:4]1[S:8][C:7]([NH2:9])=[N:6][C:5]=1[CH3:10])(=[O:3])[CH3:2].[Br:11][C:12]1[C:17]([F:18])=[CH:16][C:15]([S:19](Cl)(=[O:21])=[O:20])=[C:14]([F:23])[CH:13]=1. (3) Given the product [O:9]1[CH2:10][CH2:11][CH2:12][O:13][CH:8]1[C:4]1[CH:3]=[C:2]([NH:23][CH:20]2[CH2:21][CH2:22][N:17]([CH:14]([CH3:16])[CH3:15])[CH2:18][CH2:19]2)[CH:7]=[CH:6][CH:5]=1, predict the reactants needed to synthesize it. The reactants are: Br[C:2]1[CH:3]=[C:4]([CH:8]2[O:13][CH2:12][CH2:11][CH2:10][O:9]2)[CH:5]=[CH:6][CH:7]=1.[CH:14]([N:17]1[CH2:22][CH2:21][CH:20]([NH2:23])[CH2:19][CH2:18]1)([CH3:16])[CH3:15].C1(P(C2C=CC=CC=2)C2C=CC3C(=CC=CC=3)C=2C2C3C(=CC=CC=3)C=CC=2P(C2C=CC=CC=2)C2C=CC=CC=2)C=CC=CC=1.CC(C)([O-])C.[Na+]. (4) Given the product [CH2:1]([O:8][C@@H:9]1[C@@H:14]([O:15][CH2:16][C:17]2[CH:22]=[CH:21][CH:20]=[CH:19][CH:18]=2)[C@H:13]([O:23][CH2:24][C:25]2[CH:30]=[CH:29][CH:28]=[CH:27][CH:26]=2)[C@@H:12]([CH2:31][O:32][CH2:33][C:34]2[CH:39]=[CH:38][CH:37]=[CH:36][CH:35]=2)[O:11][C@H:10]1[N:40]1[C:48]2[C:43](=[C:44]([CH3:49])[CH:45]=[CH:46][CH:47]=2)[C:42]([CH2:50][C:51]2[CH:56]=[CH:55][C:54](/[CH:60]=[CH:59]/[C:58]([O:62][CH3:63])=[O:61])=[CH:53][CH:52]=2)=[CH:41]1)[C:2]1[CH:7]=[CH:6][CH:5]=[CH:4][CH:3]=1, predict the reactants needed to synthesize it. The reactants are: [CH2:1]([O:8][C@@H:9]1[C@@H:14]([O:15][CH2:16][C:17]2[CH:22]=[CH:21][CH:20]=[CH:19][CH:18]=2)[C@H:13]([O:23][CH2:24][C:25]2[CH:30]=[CH:29][CH:28]=[CH:27][CH:26]=2)[C@@H:12]([CH2:31][O:32][CH2:33][C:34]2[CH:39]=[CH:38][CH:37]=[CH:36][CH:35]=2)[O:11][C@H:10]1[N:40]1[C:48]2[C:43](=[C:44]([CH3:49])[CH:45]=[CH:46][CH:47]=2)[C:42]([CH2:50][C:51]2[CH:56]=[CH:55][C:54](Br)=[CH:53][CH:52]=2)=[CH:41]1)[C:2]1[CH:7]=[CH:6][CH:5]=[CH:4][CH:3]=1.[C:58]([O:62][CH3:63])(=[O:61])[CH:59]=[CH2:60].CC1C=CC=CC=1P(C1C=CC=CC=1C)C1C=CC=CC=1C.C(N(CC)CC)C. (5) Given the product [CH3:16][C:15]1[N:10]=[C:7]2[O:6][C:5]([C:3]([O:2][CH3:1])=[O:4])=[CH:9][C:8]2=[C:13]([C:12]([F:20])([F:19])[F:11])[CH:14]=1, predict the reactants needed to synthesize it. The reactants are: [CH3:1][O:2][C:3]([C:5]1[O:6][C:7]([NH2:10])=[CH:8][CH:9]=1)=[O:4].[F:11][C:12]([F:20])([F:19])[C:13](=O)[C:14](=O)[CH2:15][CH3:16]. (6) Given the product [Cl:1][C:2]1[CH:10]=[CH:9][C:8]([C:11]2[N:12]([C:21]([O:23][C:24]([CH3:27])([CH3:26])[CH3:25])=[O:22])[C:13]3[C:18]([C:19]=2[C:32]#[C:31][CH2:30][CH2:29][OH:33])=[CH:17][CH:16]=[CH:15][CH:14]=3)=[C:7]2[C:3]=1[CH2:4][NH:5][C:6]2=[O:28], predict the reactants needed to synthesize it. The reactants are: [Cl:1][C:2]1[CH:10]=[CH:9][C:8]([C:11]2[N:12]([C:21]([O:23][C:24]([CH3:27])([CH3:26])[CH3:25])=[O:22])[C:13]3[C:18]([C:19]=2I)=[CH:17][CH:16]=[CH:15][CH:14]=3)=[C:7]2[C:3]=1[CH2:4][NH:5][C:6]2=[O:28].[CH2:29]([OH:33])[CH2:30][C:31]#[CH:32]. (7) Given the product [CH3:17][O:18][C:7]1[CH:8]=[C:9]([N+:11]([O-:13])=[O:12])[CH:10]=[C:5]([S:2]([CH3:1])(=[O:4])=[O:3])[CH:6]=1, predict the reactants needed to synthesize it. The reactants are: [CH3:1][S:2]([C:5]1[CH:10]=[C:9]([N+:11]([O-:13])=[O:12])[CH:8]=[C:7]([N+]([O-])=O)[CH:6]=1)(=[O:4])=[O:3].[CH3:17][O-:18].[Na+].